Dataset: Full USPTO retrosynthesis dataset with 1.9M reactions from patents (1976-2016). Task: Predict the reactants needed to synthesize the given product. The reactants are: [CH3:1][O:2][C:3]1[CH:8]=[CH:7][C:6]([C:9]([C:32]2[CH:37]=[CH:36][C:35]([O:38][CH3:39])=[CH:34][CH:33]=2)([C:26]2[CH:31]=[CH:30][CH:29]=[CH:28][CH:27]=2)[NH:10][C:11]2[CH2:12][S:13][CH2:14][C@:15]([C:18]3[CH:23]=[C:22](Br)[CH:21]=[CH:20][C:19]=3[F:25])([CH3:17])[N:16]=2)=[CH:5][CH:4]=1.CC(C)([O-])C.[Na+].C(P(C(C)(C)C)C1C=CC=CC=1C1C(C(C)C)=CC(C(C)C)=CC=1C(C)C)(C)(C)C.[C:76](=[NH:89])([C:83]1[CH:88]=[CH:87][CH:86]=[CH:85][CH:84]=1)[C:77]1[CH:82]=[CH:81][CH:80]=[CH:79][CH:78]=1. Given the product [CH3:1][O:2][C:3]1[CH:8]=[CH:7][C:6]([C:9]([C:32]2[CH:37]=[CH:36][C:35]([O:38][CH3:39])=[CH:34][CH:33]=2)([C:26]2[CH:31]=[CH:30][CH:29]=[CH:28][CH:27]=2)[NH:10][C:11]2[CH2:12][S:13][CH2:14][C@:15]([C:18]3[CH:23]=[C:22]([N:89]=[C:76]([C:77]4[CH:82]=[CH:81][CH:80]=[CH:79][CH:78]=4)[C:83]4[CH:88]=[CH:87][CH:86]=[CH:85][CH:84]=4)[CH:21]=[CH:20][C:19]=3[F:25])([CH3:17])[N:16]=2)=[CH:5][CH:4]=1, predict the reactants needed to synthesize it.